This data is from Forward reaction prediction with 1.9M reactions from USPTO patents (1976-2016). The task is: Predict the product of the given reaction. (1) Given the reactants C(OC([N:8]1[C@H:13]([C:14]([O:16][CH2:17][C:18]2[CH:23]=[CH:22][CH:21]=[CH:20][CH:19]=2)=[O:15])[CH2:12][C@@H:11]2[C@H:9]1[CH2:10]2)=O)(C)(C)C.[ClH:24], predict the reaction product. The product is: [ClH:24].[CH2:17]([O:16][C:14]([C@@H:13]1[CH2:12][C@@H:11]2[C@@H:9]([CH2:10]2)[NH:8]1)=[O:15])[C:18]1[CH:19]=[CH:20][CH:21]=[CH:22][CH:23]=1. (2) Given the reactants [N:1]12[CH2:7][C:4]([C:8]([C:17]3[CH:22]=[CH:21][CH:20]=[CH:19][CH:18]=3)([C:11]3[CH:16]=[CH:15][CH:14]=[CH:13][CH:12]=3)[C:9]#[N:10])([CH2:5][CH2:6]1)[CH2:3][CH2:2]2.[Br:23][CH2:24][CH2:25][CH2:26][C:27]1[CH:32]=[CH:31][CH:30]=[CH:29][CH:28]=1, predict the reaction product. The product is: [Br-:23].[C:9]([C:8]([C:17]1[CH:22]=[CH:21][CH:20]=[CH:19][CH:18]=1)([C:11]1[CH:12]=[CH:13][CH:14]=[CH:15][CH:16]=1)[C:4]12[CH2:7][N+:1]([CH2:24][CH2:25][CH2:26][C:27]3[CH:32]=[CH:31][CH:30]=[CH:29][CH:28]=3)([CH2:6][CH2:5]1)[CH2:2][CH2:3]2)#[N:10]. (3) Given the reactants Br[C:2]1[CH:10]=[CH:9][C:5]2[S:6][CH:7]=[CH:8][C:4]=2[CH:3]=1.[OH:11][C:12]1[CH:17]=[CH:16][C:15](B(O)O)=[CH:14][CH:13]=1.O.C([O-])([O-])=O.[Cs+].[Cs+], predict the reaction product. The product is: [S:6]1[CH:7]=[CH:8][C:4]2[CH:3]=[C:2]([C:15]3[CH:16]=[CH:17][C:12]([OH:11])=[CH:13][CH:14]=3)[CH:10]=[CH:9][C:5]1=2.